This data is from Full USPTO retrosynthesis dataset with 1.9M reactions from patents (1976-2016). The task is: Predict the reactants needed to synthesize the given product. (1) Given the product [Br:14][CH:9]1[CH2:10][CH2:11][CH2:12][CH:7]([C:1]2[CH:6]=[CH:5][CH:4]=[CH:3][CH:2]=2)[C:8]1=[O:13], predict the reactants needed to synthesize it. The reactants are: [C:1]1([CH:7]2[CH2:12][CH2:11][CH2:10][CH2:9][C:8]2=[O:13])[CH:6]=[CH:5][CH:4]=[CH:3][CH:2]=1.[Br:14]Br. (2) Given the product [Cl:1][C:2]1[CH:24]=[C:23]([C:25]([NH:27][CH2:28][C:29]2[CH:34]=[CH:33][CH:32]=[C:31]([OH:35])[CH:30]=2)=[O:26])[CH:22]=[C:21]([CH3:36])[C:3]=1[C:4]([NH:6][C@H:7]([C:17]([OH:19])=[O:18])[CH2:8][NH:9][C:10]([C:12]1[S:13][CH:14]=[CH:15][CH:16]=1)=[O:11])=[O:5], predict the reactants needed to synthesize it. The reactants are: [Cl:1][C:2]1[CH:24]=[C:23]([C:25]([NH:27][CH2:28][C:29]2[CH:34]=[CH:33][CH:32]=[C:31]([OH:35])[CH:30]=2)=[O:26])[CH:22]=[C:21]([CH3:36])[C:3]=1[C:4]([NH:6][C@H:7]([C:17]([O:19]C)=[O:18])[CH2:8][NH:9][C:10]([C:12]1[S:13][CH:14]=[CH:15][CH:16]=1)=[O:11])=[O:5].[OH-].[Na+]. (3) Given the product [Cl:1][C:2]1[CH:11]=[C:10]2[C:5]([C:6]([OH:19])=[C:7]([C:14]([NH:34][NH:33][C:20](=[O:32])[CH2:21][CH2:22][CH2:23][CH2:24][CH2:25][CH2:26][CH2:27][CH2:28][CH2:29][CH2:30][CH3:31])=[O:16])[C:8](=[O:13])[N:9]2[CH3:12])=[CH:4][CH:3]=1, predict the reactants needed to synthesize it. The reactants are: [Cl:1][C:2]1[CH:11]=[C:10]2[C:5]([C:6]([OH:19])=[C:7]([C:14]([O:16]CC)=O)[C:8](=[O:13])[N:9]2[CH3:12])=[CH:4][CH:3]=1.[C:20]([NH:33][NH2:34])(=[O:32])[CH2:21][CH2:22][CH2:23][CH2:24][CH2:25][CH2:26][CH2:27][CH2:28][CH2:29][CH2:30][CH3:31]. (4) The reactants are: Br[CH2:2][CH2:3][F:4].[NH:5]1[CH2:10][CH2:9][CH:8]([C:11]2[CH:16]=[CH:15][C:14]([N:17]3[CH:21]=[C:20]([C:22]4[C:30]5[C:25](=[CH:26][CH:27]=[CH:28][CH:29]=5)[NH:24][N:23]=4)[N:19]=[N:18]3)=[CH:13][CH:12]=2)[CH2:7][CH2:6]1.C([O-])(O)=O.[Na+]. Given the product [F:4][CH2:3][CH2:2][N:5]1[CH2:10][CH2:9][CH:8]([C:11]2[CH:16]=[CH:15][C:14]([N:17]3[CH:21]=[C:20]([C:22]4[C:30]5[C:25](=[CH:26][CH:27]=[CH:28][CH:29]=5)[NH:24][N:23]=4)[N:19]=[N:18]3)=[CH:13][CH:12]=2)[CH2:7][CH2:6]1, predict the reactants needed to synthesize it. (5) Given the product [CH:1]1([N:6]2[C:7]3[C:8](=[CH:21][C:22]([F:26])=[C:23]([F:25])[CH:24]=3)[C:9](=[O:10])[N:11]([O:12][CH2:13][CH2:14][CH2:15][C:16]([O:18][CH2:19][CH3:20])=[O:17])[C:27]2=[O:28])[CH2:5][CH2:4][CH2:3][CH2:2]1, predict the reactants needed to synthesize it. The reactants are: [CH:1]1([NH:6][C:7]2[CH:24]=[C:23]([F:25])[C:22]([F:26])=[CH:21][C:8]=2[C:9]([NH:11][O:12][CH2:13][CH2:14][CH2:15][C:16]([O:18][CH2:19][CH3:20])=[O:17])=[O:10])[CH2:5][CH2:4][CH2:3][CH2:2]1.[C:27](=O)([O-])[O-:28].[K+].[K+].ClC(Cl)(OC(=O)OC(Cl)(Cl)Cl)Cl.[Cl-].[NH4+]. (6) Given the product [C:1]1([N:7]2[C:11]([S:12][CH2:34][C@H:33]3[CH2:17][CH2:18][C@H:13]([CH2:14][CH2:15][CH3:16])[CH2:36][CH2:32]3)=[N:10][N:9]=[N:8]2)[CH:2]=[CH:3][CH:4]=[CH:5][CH:6]=1, predict the reactants needed to synthesize it. The reactants are: [C:1]1([N:7]2[C:11]([SH:12])=[N:10][N:9]=[N:8]2)[CH:6]=[CH:5][CH:4]=[CH:3][CH:2]=1.[C:13]1(P([C:13]2[CH:18]=[CH:17][CH:16]=[CH:15][CH:14]=2)[C:13]2[CH:18]=[CH:17][CH:16]=[CH:15][CH:14]=2)[CH:18]=[CH:17][CH:16]=[CH:15][CH:14]=1.[CH2:32]1[CH2:36]O[CH2:34][CH2:33]1.N(C(OCC)=O)=NC(OCC)=O. (7) Given the product [Br:1][C:2]1[S:6][C:5]([CH3:7])=[N:4][C:3]=1[C:8]1[CH:13]=[CH:12][C:11]([O:14][CH:22]([CH3:24])[CH3:23])=[CH:10][CH:9]=1, predict the reactants needed to synthesize it. The reactants are: [Br:1][C:2]1[S:6][C:5]([CH3:7])=[N:4][C:3]=1[C:8]1[CH:13]=[CH:12][C:11]([OH:14])=[CH:10][CH:9]=1.C([O-])([O-])=O.[K+].[K+].I[CH:22]([CH3:24])[CH3:23]. (8) Given the product [NH2:1][C:2]1[N:7]=[C:6]([NH2:8])[C:5]([CH2:9][C:10]2[CH:23]=[C:22]([O:24][CH3:25])[C:13]([O:14][CH2:15][CH2:16][CH2:17][CH2:18][C:19]([NH:42][CH2:43][CH2:44][O:45][CH2:46][CH2:47][NH:48][C:49]([C:51]34[CH2:52][CH:53]5[CH2:59][CH:57]([CH2:56][CH:55]([CH2:54]5)[CH2:60]3)[CH2:58]4)=[O:50])=[O:21])=[C:12]([O:26][CH3:27])[CH:11]=2)=[CH:4][N:3]=1, predict the reactants needed to synthesize it. The reactants are: [NH2:1][C:2]1[N:7]=[C:6]([NH2:8])[C:5]([CH2:9][C:10]2[CH:23]=[C:22]([O:24][CH3:25])[C:13]([O:14][CH2:15][CH2:16][CH2:17][CH2:18][C:19]([OH:21])=O)=[C:12]([O:26][CH3:27])[CH:11]=2)=[CH:4][N:3]=1.C(Cl)CCl.C1C=CC2N(O)N=NC=2C=1.[NH2:42][CH2:43][CH2:44][O:45][CH2:46][CH2:47][NH:48][C:49]([C:51]12[CH2:60][CH:55]3[CH2:56][CH:57]([CH2:59][CH:53]([CH2:54]3)[CH2:52]1)[CH2:58]2)=[O:50].CCN(CC)CC. (9) Given the product [Br:22][C:23]1[CH:35]=[CH:34][C:26]([C:27]([NH:29][N:30]([C:19](=[O:21])/[CH:18]=[CH:17]/[C:10]2[C:11]3[C:16](=[CH:15][CH:14]=[CH:13][CH:12]=3)[N:8]([C:6]([O:5][C:1]([CH3:4])([CH3:3])[CH3:2])=[O:7])[CH:9]=2)[CH:31]([CH3:32])[CH3:33])=[O:28])=[CH:25][CH:24]=1, predict the reactants needed to synthesize it. The reactants are: [C:1]([O:5][C:6]([N:8]1[C:16]2[C:11](=[CH:12][CH:13]=[CH:14][CH:15]=2)[C:10](/[CH:17]=[CH:18]/[C:19]([OH:21])=O)=[CH:9]1)=[O:7])([CH3:4])([CH3:3])[CH3:2].[Br:22][C:23]1[CH:35]=[CH:34][C:26]([C:27]([NH:29][NH:30][CH:31]([CH3:33])[CH3:32])=[O:28])=[CH:25][CH:24]=1.CN(C(ON1N=NC2C=CC=NC1=2)=[N+](C)C)C.F[P-](F)(F)(F)(F)F.C(N(CC)C(C)C)(C)C.